This data is from Full USPTO retrosynthesis dataset with 1.9M reactions from patents (1976-2016). The task is: Predict the reactants needed to synthesize the given product. (1) Given the product [C@@H:19]([NH:18][C:8]1[CH:7]=[C:6]([CH:11]=[C:10]([S:12]([CH2:15][CH2:16][CH3:17])(=[O:14])=[O:13])[N:9]=1)[C:5]([OH:23])=[O:4])([CH2:21][CH3:22])[CH3:20], predict the reactants needed to synthesize it. The reactants are: [OH-].[Na+].C[O:4][C:5](=[O:23])[C:6]1[CH:11]=[C:10]([S:12]([CH2:15][CH2:16][CH3:17])(=[O:14])=[O:13])[N:9]=[C:8]([NH:18][C@H:19]([CH2:21][CH3:22])[CH3:20])[CH:7]=1. (2) Given the product [CH3:32][C@H:30]1[O:29][C@H:28]([CH3:33])[CH2:27][N:26]([CH2:25][C:22]2[O:21][C:20]([C:4]3[CH:3]=[C:2]([C:5]4[CH:4]=[C:51]([NH:38][S:35]([CH3:34])(=[O:37])=[O:36])[C:50]([O:49][CH3:48])=[N:7][CH:6]=4)[CH:10]=[C:9]4[C:5]=3[CH:6]=[N:7][NH:8]4)=[N:24][CH:23]=2)[CH2:31]1, predict the reactants needed to synthesize it. The reactants are: Cl[C:2]1[CH:10]=[C:9]2[C:5]([CH:6]=[N:7][N:8]2S(C2C=CC=CC=2)(=O)=O)=[C:4]([C:20]2[O:21][C:22]([CH2:25][N:26]3[CH2:31][C@@H:30]([CH3:32])[O:29][C@H:28]([CH3:33])[CH2:27]3)=[CH:23][N:24]=2)[CH:3]=1.[CH3:34][S:35]([NH2:38])(=[O:37])=[O:36].C(=O)(O)[O-].[Na+].[OH-].[Na+].O1[CH2:51][CH2:50][O:49][CH2:48]C1. (3) Given the product [CH3:26][N:17]([S:18]([C:21]1[S:22][CH:23]=[CH:24][CH:25]=1)(=[O:19])=[O:20])[C:11]1[CH:12]=[CH:13][CH:14]=[C:15]2[C:10]=1[NH:9][C:8]([C:6]1[S:7][C:3]([CH2:2][NH:36][CH2:37][CH2:38][CH2:39][C:40]([O:42][CH2:43][CH3:44])=[O:41])=[CH:4][N:5]=1)=[CH:16]2, predict the reactants needed to synthesize it. The reactants are: Cl[CH2:2][C:3]1[S:7][C:6]([C:8]2[NH:9][C:10]3[C:15]([CH:16]=2)=[CH:14][CH:13]=[CH:12][C:11]=3[N:17]([CH3:26])[S:18]([C:21]2[S:22][CH:23]=[CH:24][CH:25]=2)(=[O:20])=[O:19])=[N:5][CH:4]=1.C(N(CC)CC)C.Cl.Cl.[NH2:36][CH2:37][CH2:38][CH2:39][C:40]([O:42][CH2:43][CH3:44])=[O:41].CN(C)C=O. (4) Given the product [Br:1][C:2]1[CH:7]=[CH:6][N+:5]([O-:20])=[C:4]([NH:8][C:9](=[O:11])[CH3:10])[CH:3]=1, predict the reactants needed to synthesize it. The reactants are: [Br:1][C:2]1[CH:7]=[CH:6][N:5]=[C:4]([NH:8][C:9](=[O:11])[CH3:10])[CH:3]=1.C1C=C(Cl)C=C(C(OO)=[O:20])C=1. (5) Given the product [CH3:37][C:26]1[CH:25]=[C:24]([C:22]([N:14]2[CH2:13][CH2:12][C:11]3[N:10]=[C:9]([CH3:38])[NH:8][C:17]=3[C:16]3[CH:18]=[CH:19][CH:20]=[CH:21][C:15]2=3)=[O:23])[CH:36]=[CH:35][C:27]=1[CH2:28][NH:29][C:30]([CH:32]1[CH2:33][CH2:34]1)=[O:31], predict the reactants needed to synthesize it. The reactants are: C([N:8]1[C:17]2[C:16]3[CH:18]=[CH:19][CH:20]=[CH:21][C:15]=3[N:14]([C:22]([C:24]3[CH:36]=[CH:35][C:27]([CH2:28][NH:29][C:30]([CH:32]4[CH2:34][CH2:33]4)=[O:31])=[C:26]([CH3:37])[CH:25]=3)=[O:23])[CH2:13][CH2:12][C:11]=2[N:10]=[C:9]1[CH3:38])C1C=CC=CC=1.C1C=C2C(N/N=C3/C4C=CC(S([O-])(=O)=O)=CC=4C=C(S([O-])(=O)=O)C/3=O)=CC=C(S([O-])(=O)=O)C2=CC=1.[Na+].[Na+].[Na+].N1CCCC(=O)C2C=CC=CC1=2.C1CCCCC=1. (6) The reactants are: [F:1][C:2]1([F:31])[CH2:7][CH2:6][CH:5]([NH:8][C:9]([C:11]2[S:12][CH:13]=[C:14]([C@@H:16]3[CH2:18][C@H:17]3[NH:19][C:20](=O)OC(C(C)(C)C)C3CC3)[N:15]=2)=[O:10])[CH2:4][CH2:3]1.[ClH:32].C(O[CH2:37][CH3:38])(=O)C.[C:39](OCC)(=O)C. Given the product [ClH:32].[CH:38]1([CH2:20][NH:19][C@@H:17]2[CH2:18][C@H:16]2[C:14]2[N:15]=[C:11]([C:9]([NH:8][CH:5]3[CH2:4][CH2:3][C:2]([F:1])([F:31])[CH2:7][CH2:6]3)=[O:10])[S:12][CH:13]=2)[CH2:37][CH2:39]1, predict the reactants needed to synthesize it. (7) Given the product [CH3:34][C@@H:35]1[N:40]([CH3:41])[CH2:39][CH2:38][N:37]([CH2:42][CH2:43][O:44][C:2]2[CH:7]=[CH:6][N:5]3[C:8]([C:11]([NH:13][C:14]4[CH:22]=[CH:21][CH:20]=[C:19]5[C:15]=4[C:16]([CH3:33])=[N:17][N:18]5[CH2:23][C:24]4[CH:29]=[C:28]([CH3:45])[CH:27]=[C:26]([CH3:30])[N:25]=4)=[O:12])=[CH:9][N:10]=[C:4]3[CH:3]=2)[CH2:36]1, predict the reactants needed to synthesize it. The reactants are: Cl[C:2]1[CH:7]=[CH:6][N:5]2[C:8]([C:11]([NH:13][C:14]3[CH:22]=[CH:21][CH:20]=[C:19]4[C:15]=3[C:16]([CH3:33])=[N:17][N:18]4[CH2:23][C:24]3[CH:29]=[CH:28][CH:27]=[C:26]([CH:30](C)C)[N:25]=3)=[O:12])=[CH:9][N:10]=[C:4]2[CH:3]=1.[CH3:34][C@@H:35]1[N:40]([CH3:41])[CH2:39][CH2:38][N:37]([CH2:42][CH2:43][OH:44])[CH2:36]1.[CH3:45][C@H]1N(C)[C@@H](C)CN(CCO)C1.